From a dataset of Peptide-MHC class II binding affinity with 134,281 pairs from IEDB. Regression. Given a peptide amino acid sequence and an MHC pseudo amino acid sequence, predict their binding affinity value. This is MHC class II binding data. (1) The peptide sequence is GLVHVANNNYDPWTI. The binding affinity (normalized) is 0.154. The MHC is HLA-DPA10201-DPB10101 with pseudo-sequence HLA-DPA10201-DPB10101. (2) The peptide sequence is EKVYFAATQFEPLAA. The MHC is HLA-DQA10501-DQB10201 with pseudo-sequence HLA-DQA10501-DQB10201. The binding affinity (normalized) is 0.428. (3) The peptide sequence is NENITVPDTKVNFYA. The MHC is DRB1_0802 with pseudo-sequence DRB1_0802. The binding affinity (normalized) is 0.305. (4) The peptide sequence is GLCAFLATRIFGRRS. The MHC is HLA-DQA10501-DQB10302 with pseudo-sequence HLA-DQA10501-DQB10302. The binding affinity (normalized) is 0. (5) The peptide sequence is KVFLTQMNARGVKVK. The MHC is HLA-DQA10101-DQB10501 with pseudo-sequence HLA-DQA10101-DQB10501. The binding affinity (normalized) is 0.0311.